From a dataset of Forward reaction prediction with 1.9M reactions from USPTO patents (1976-2016). Predict the product of the given reaction. (1) Given the reactants [Cl:1][C:2]1[CH:3]=[CH:4][C:5]([O:11][CH2:12][C:13]2[CH:18]=[CH:17][CH:16]=[CH:15][CH:14]=2)=[C:6]([CH2:8][C:9]#[N:10])[CH:7]=1.[CH3:19][OH:20], predict the reaction product. The product is: [ClH:1].[Cl:1][C:2]1[CH:3]=[CH:4][C:5]([O:11][CH2:12][C:13]2[CH:14]=[CH:15][CH:16]=[CH:17][CH:18]=2)=[C:6]([CH2:8][C:9](=[NH:10])[O:20][CH3:19])[CH:7]=1. (2) Given the reactants [CH:1]1([NH2:11])[C:10]2[C:5](=[CH:6][CH:7]=[CH:8][CH:9]=2)[CH2:4][CH2:3][CH2:2]1.F[C:13]1[CH:18]=[C:17]([F:19])[CH:16]=[CH:15][C:14]=1[S:20]([CH3:23])(=[O:22])=[O:21].C(N(C(C)C)CC)(C)C, predict the reaction product. The product is: [F:19][C:17]1[CH:18]=[CH:13][C:14]([S:20]([CH3:23])(=[O:22])=[O:21])=[C:15]([NH:11][CH:1]2[C:10]3[C:5](=[CH:6][CH:7]=[CH:8][CH:9]=3)[CH2:4][CH2:3][CH2:2]2)[CH:16]=1. (3) The product is: [F:19][C:20]1[CH:21]=[C:22]([CH2:28][CH:29]([CH3:2])[C:30]([O:32][CH3:33])=[O:31])[CH:23]=[C:24]([F:27])[C:25]=1[F:26]. Given the reactants [Li][CH2:2]CCC.CCCCCC.N(C(C)C)C(C)C.[F:19][C:20]1[CH:21]=[C:22]([CH2:28][CH2:29][C:30]([O:32][CH3:33])=[O:31])[CH:23]=[C:24]([F:27])[C:25]=1[F:26].CI.[Cl-].[NH4+], predict the reaction product. (4) Given the reactants Cl.[NH:2]1[CH2:6][CH2:5][C@@H:4]([NH:7][C:8]([C:10]2[C:14]3[N:15]=[CH:16][N:17]=[C:18]([C:19]4[C:27]5[O:26][CH2:25][O:24][C:23]=5[CH:22]=[CH:21][C:20]=4[O:28][CH2:29][CH:30]4[CH2:32][CH2:31]4)[C:13]=3[NH:12][CH:11]=2)=[O:9])[CH2:3]1.[CH3:33][O:34][CH2:35][C:36](Cl)=[O:37], predict the reaction product. The product is: [CH3:33][O:34][CH2:35][C:36]([N:2]1[CH2:6][CH2:5][C@@H:4]([NH:7][C:8]([C:10]2[C:14]3[N:15]=[CH:16][N:17]=[C:18]([C:19]4[C:27]5[O:26][CH2:25][O:24][C:23]=5[CH:22]=[CH:21][C:20]=4[O:28][CH2:29][CH:30]4[CH2:32][CH2:31]4)[C:13]=3[NH:12][CH:11]=2)=[O:9])[CH2:3]1)=[O:37]. (5) Given the reactants [Cl:1][C:2]1[CH:28]=[CH:27][C:5]([NH:6][C:7]2[C:16]3[C:11](=[CH:12][C:13]([O:19][CH2:20][CH:21]4[CH2:26][CH2:25][NH:24][CH2:23][CH2:22]4)=[C:14]([O:17][CH3:18])[CH:15]=3)[N:10]=[CH:9][N:8]=2)=[C:4]([F:29])[CH:3]=1.C(N(C(C)C)CC)(C)C.[Cl:39][CH2:40][C:41](Cl)=[O:42], predict the reaction product. The product is: [Cl:39][CH2:40][C:41]([N:24]1[CH2:23][CH2:22][CH:21]([CH2:20][O:19][C:13]2[CH:12]=[C:11]3[C:16]([C:7]([NH:6][C:5]4[CH:27]=[CH:28][C:2]([Cl:1])=[CH:3][C:4]=4[F:29])=[N:8][CH:9]=[N:10]3)=[CH:15][C:14]=2[O:17][CH3:18])[CH2:26][CH2:25]1)=[O:42]. (6) The product is: [CH:40]1([C:34]2[CH:35]=[N:36][C:19]3[N:18]([C:16]([NH:15][CH:3]([C:4]4[CH:9]=[CH:8][C:7]([O:10][C:11]([F:14])([F:13])[F:12])=[CH:6][CH:5]=4)[C:2]([OH:1])([CH3:39])[CH3:38])=[O:17])[CH2:23][C:22](=[O:24])[N:21]([CH2:25][O:26][CH2:27][CH2:28][Si:29]([CH3:32])([CH3:31])[CH3:30])[C:20]=3[CH:33]=2)[CH2:42][CH2:41]1. Given the reactants [OH:1][C:2]([CH3:39])([CH3:38])[CH:3]([NH:15][C:16]([N:18]1[CH2:23][C:22](=[O:24])[N:21]([CH2:25][O:26][CH2:27][CH2:28][Si:29]([CH3:32])([CH3:31])[CH3:30])[C:20]2[CH:33]=[C:34](I)[CH:35]=[N:36][C:19]1=2)=[O:17])[C:4]1[CH:9]=[CH:8][C:7]([O:10][C:11]([F:14])([F:13])[F:12])=[CH:6][CH:5]=1.[CH:40]1(B(O)O)[CH2:42][CH2:41]1.C1(P(C2CCCCC2)C2CCCCC2)CCCCC1.P([O-])([O-])([O-])=O.[K+].[K+].[K+], predict the reaction product. (7) Given the reactants Br[C:2]1[CH:11]=[CH:10][C:9]2[NH:8][C:7](=[O:12])[C:6]3[NH:13][CH:14]=[CH:15][C:5]=3[C:4]=2[CH:3]=1.[CH2:16]([C:18]([O-:20])=[O:19])[CH3:17].[CH2:21]=[CH:22][C:23]1[CH:28]=[CH:27][CH:26]=[CH:25][CH:24]=1, predict the reaction product. The product is: [O:12]=[C:7]1[C:6]2[NH:13][CH:14]=[CH:15][C:5]=2[C:4]2[CH:3]=[C:2]([CH:21]=[CH:22][C:23]3[CH:28]=[CH:27][CH:26]=[CH:25][CH:24]=3)[CH:11]=[CH:10][C:9]=2[NH:8]1.[CH2:16]([C:18]([O-:20])=[O:19])[CH3:17].